This data is from Peptide-MHC class II binding affinity with 134,281 pairs from IEDB. The task is: Regression. Given a peptide amino acid sequence and an MHC pseudo amino acid sequence, predict their binding affinity value. This is MHC class II binding data. (1) The binding affinity (normalized) is 0.163. The MHC is HLA-DQA10301-DQB10302 with pseudo-sequence HLA-DQA10301-DQB10302. The peptide sequence is EKGSNPNYLALLVKY. (2) The peptide sequence is GKAKIVTAETQNSSF. The MHC is DRB1_0401 with pseudo-sequence DRB1_0401. The binding affinity (normalized) is 0.732.